This data is from Forward reaction prediction with 1.9M reactions from USPTO patents (1976-2016). The task is: Predict the product of the given reaction. (1) Given the reactants [N:1]1([CH2:6][CH2:7][OH:8])[CH:5]=[CH:4][CH:3]=[N:2]1.C([Li])CCC.[I:14]I, predict the reaction product. The product is: [I:14][C:5]1[N:1]([CH2:6][CH2:7][OH:8])[N:2]=[CH:3][CH:4]=1. (2) Given the reactants [NH3:1].[CH2:2]([O:4][C:5]([C:7]1[C:8]2[S:16][CH:15]=[C:14]([CH2:17][O:18][C:19]3[CH:24]=[CH:23][CH:22]=[C:21]([O:25][CH2:26][C:27]4[CH:32]=[CH:31][CH:30]=[CH:29][CH:28]=4)[CH:20]=3)[C:9]=2[C:10](Cl)=[N:11][CH:12]=1)=[O:6])[CH3:3], predict the reaction product. The product is: [CH2:2]([O:4][C:5]([C:7]1[C:8]2[S:16][CH:15]=[C:14]([CH2:17][O:18][C:19]3[CH:24]=[CH:23][CH:22]=[C:21]([O:25][CH2:26][C:27]4[CH:32]=[CH:31][CH:30]=[CH:29][CH:28]=4)[CH:20]=3)[C:9]=2[C:10]([NH2:1])=[N:11][CH:12]=1)=[O:6])[CH3:3].